Task: Binary Classification. Given a miRNA mature sequence and a target amino acid sequence, predict their likelihood of interaction.. Dataset: Experimentally validated miRNA-target interactions with 360,000+ pairs, plus equal number of negative samples (1) The miRNA is rno-miR-98-5p with sequence UGAGGUAGUAAGUUGUAUUGUU. The protein sequence of the target gene is MGSEAAQLLEAADFAARKHRQQRRKDPEGTPYINHPIGVARILTHEAGITDIVVLQAALLHDTVEDTDTTLDEVELHFGAQVRRLVEEVTDDKTLPKLERKRLQVEQAPHSSPGAKLVKLADKLYNLRDLNRCTPEGWSEHRVQEYFEWAAQVVKGLQGTNRQLEEALKHLFKQRGLTI. Result: 0 (no interaction). (2) The miRNA is hsa-miR-1275 with sequence GUGGGGGAGAGGCUGUC. The protein sequence of the target gene is MAPQQGRPALPARCEPPAAPPVPPRRERGGRGARGPGVSGGRGRAGGAEGRGVKCVLVGDGAVGKTSLVVSYTTNGYPTEYIPTAFDNFSAVVSVDGRPVRLQLCDTAGQDEFDKLRPLCYTNTDIFLLCFSVVSPTSFQNVGEKWVPEIRRHCPKAPIILVGTQSDLREDVKVLIELDKCKEKPVPEEAAKLCAEEVKAVSYIECSALTQKNLKEVFDAAIVAGIQHSDSQLQPKKSKSRTPDKVRDLSKSWWRKYCCLA. Result: 0 (no interaction). (3) The miRNA is hsa-miR-484 with sequence UCAGGCUCAGUCCCCUCCCGAU. The protein sequence of the target gene is MVTEQEVDAIGQTLVDPKQPLQARFRALFTLRGLGGPGAIAWISQAFDDDSALLKHELAYCLGQMQDARAIPMLVDVLQDTRQEPMVRHEAGEALGAIGDPEVLEILKQYSSDPVIEVAETCQLAVRRLEWLQQHGGEPAAGPYLSVDPAPPAEERDVGRLREALLDESRPLFERYRAMFALRNAGGEEAALALAEGLHCGSALFRHEVGYVLGQLQHEAAVPQLAAALARCTENPMVRHECAEALGAIARPACLAALQAHADDPERVVRESCEVALDMYEHETGRAFQYADGLEQLRGA.... Result: 0 (no interaction). (4) The miRNA is mmu-miR-291a-5p with sequence CAUCAAAGUGGAGGCCCUCUCU. The protein sequence of the target gene is MAAAAPAAAASPEAPAVSGSADPETGDEDSREVRVLQSLRGRIYEAKNLLPYLGPNKMRDCFCTINLDQEEVYRTQVVEKSLSPYFSEEFYFEIPRTFQYLSFYVYDKNVLQRDLRIGKVAIKKEDLCSHSGKETWFSLQPIDSNSEVQGKVHLELRLNELITENGTVCQQLVVHIKACHGLPLINGQSCDPYATVSLVGPSRNDQKKTKVKKKTSNPQFNEVFYFEVTRSSSYSRKSQFQVEEEDIEKLEIRIDLWNNENLVQDVFLGEIKVPVNVLRSDSFHQAWYLLQPRDNGNKSS.... Result: 0 (no interaction). (5) The miRNA is mmu-miR-181a-5p with sequence AACAUUCAACGCUGUCGGUGAGU. The protein sequence of the target gene is MLMFDPVPVKQEAMDPVSVSFPSNYIESMKPNKYGVIYSTPLPDKFFQTPEGLTHGIQVEPVDLTVNKRGSPPAAGGSPSSLKFPSHRRASPGLSMPSSSPPIKKYSPPSPGVQPFGVPLSMPPVMAAALSRHGIRSPGILPVIQPVVVQPVPFMYTSHLQQPLMVSLSEEMDNSNSGMPVPVIESYEKPLLQKKIKIEPGIEPQRTDYYPEEMSPPLMNPVSPPQALLQENHPSVIVQPGKRPLPVESPDTQRKRRIHRCDYDGCNKVYTKSSHLKAHRRTHTGEKPYKCTWEGCTWKF.... Result: 1 (interaction).